From a dataset of CYP2C19 inhibition data for predicting drug metabolism from PubChem BioAssay. Regression/Classification. Given a drug SMILES string, predict its absorption, distribution, metabolism, or excretion properties. Task type varies by dataset: regression for continuous measurements (e.g., permeability, clearance, half-life) or binary classification for categorical outcomes (e.g., BBB penetration, CYP inhibition). Dataset: cyp2c19_veith. The drug is COc1c2c(c3c(c1CCC(=O)O)OC(C)(C)C=C3)OC(C)(C)C=C2. The result is 0 (non-inhibitor).